Predict which catalyst facilitates the given reaction. From a dataset of Catalyst prediction with 721,799 reactions and 888 catalyst types from USPTO. (1) The catalyst class is: 39. Product: [CH:21]1([CH2:25][N:26]([CH2:27][CH3:28])[C:8]2[N:13]=[C:12]3[N:14]([CH3:18])[N:15]=[C:16]([CH3:17])[C:11]3=[CH:10][C:9]=2[CH:19]=[O:20])[CH2:24][CH2:23][CH2:22]1. Reactant: C(=O)([O-])[O-].[K+].[K+].Cl[C:8]1[N:13]=[C:12]2[N:14]([CH3:18])[N:15]=[C:16]([CH3:17])[C:11]2=[CH:10][C:9]=1[CH:19]=[O:20].[CH:21]1([CH2:25][NH:26][CH2:27][CH3:28])[CH2:24][CH2:23][CH2:22]1.O. (2) Reactant: Cl[C:2](Cl)([O:4]C(=O)OC(Cl)(Cl)Cl)Cl.C1(C)C=CC=CC=1.[Cl:20][C:21]1[CH:22]=[C:23]([CH:25]=[C:26]([CH3:28])[CH:27]=1)[NH2:24]. Product: [Cl:20][C:21]1[CH:22]=[C:23]([N:24]=[C:2]=[O:4])[CH:25]=[C:26]([CH3:28])[CH:27]=1. The catalyst class is: 66. (3) Reactant: [CH3:1][O:2][C:3]([N:5]1[C:13]2[C:8](=[CH:9][C:10]([CH:14]3[CH2:18][C:17](=[O:19])[N:16]([CH2:20][C:21]4[CH:26]=[CH:25][CH:24]=[CH:23][CH:22]=4)[C:15]3=[O:27])=[CH:11][CH:12]=2)[CH:7]=[CH:6]1)=[O:4].[CH2:28](Br)[C:29]1[CH:34]=[CH:33][CH:32]=[CH:31][CH:30]=1. Product: [CH3:1][O:2][C:3]([N:5]1[C:13]2[C:8](=[CH:9][C:10]([C:14]3([CH2:28][C:29]4[CH:34]=[CH:33][CH:32]=[CH:31][CH:30]=4)[CH2:18][C:17](=[O:19])[N:16]([CH2:20][C:21]4[CH:26]=[CH:25][CH:24]=[CH:23][CH:22]=4)[C:15]3=[O:27])=[CH:11][CH:12]=2)[CH:7]=[CH:6]1)=[O:4]. The catalyst class is: 3. (4) Reactant: [C:1](Cl)(=[O:10])[CH2:2][CH2:3][C:4]1[CH:9]=[CH:8][CH:7]=[CH:6][CH:5]=1.[CH2:12](O)[C@@H:13](O)[C@@H:14](O)[C@H:15](O)[C@@H:16](O)[CH2:17][OH:18].C(N(CC)CC)C. Product: [C:4]1([CH2:3][CH2:2][C:1]([O:18][CH2:17]/[CH:16]=[CH:15]/[CH:14]=[CH:13]/[CH3:12])=[O:10])[CH:9]=[CH:8][CH:7]=[CH:6][CH:5]=1. The catalyst class is: 4. (5) Reactant: [Br:1][C:2]1[CH:18]=[CH:17][C:5]2[N:6]=[C:7]([C:9]3[CH:14]=[CH:13][CH:12]=[C:11]([O:15]C)[CH:10]=3)[O:8][C:4]=2[CH:3]=1.B(Br)(Br)Br.O. Product: [Br:1][C:2]1[CH:18]=[CH:17][C:5]2[N:6]=[C:7]([C:9]3[CH:10]=[C:11]([OH:15])[CH:12]=[CH:13][CH:14]=3)[O:8][C:4]=2[CH:3]=1. The catalyst class is: 22. (6) Reactant: [Cl:1][C:2]1[CH:7]=[C:6]([CH3:8])[CH:5]=[CH:4][N+:3]=1[O-].S(OC)(OC)(=O)=O.C(OCC)C.[C-:22]#[N:23].[Na+]. Product: [Cl:1][C:2]1[N:3]=[C:4]([C:22]#[N:23])[CH:5]=[C:6]([CH3:8])[CH:7]=1. The catalyst class is: 6. (7) Reactant: Cl[CH2:2][C:3]1[C:8]([F:9])=[CH:7][N:6]=[C:5]([CH:10]2[CH2:13][CH:12]([O:14][C:15]([F:18])([F:17])[F:16])[CH2:11]2)[CH:4]=1.[O:19]=[C:20]1[C:28]2[C:23](=[CH:24][CH:25]=[CH:26][CH:27]=2)[C:22](=[O:29])[N-:21]1.[K+].CN(C)C=O. Product: [F:9][C:8]1[C:3]([CH2:2][N:21]2[C:22](=[O:29])[C:23]3[C:28](=[CH:27][CH:26]=[CH:25][CH:24]=3)[C:20]2=[O:19])=[CH:4][C:5]([CH:10]2[CH2:13][CH:12]([O:14][C:15]([F:18])([F:17])[F:16])[CH2:11]2)=[N:6][CH:7]=1. The catalyst class is: 170. (8) Reactant: [F:1][C:2]1[C:11]([F:12])=[C:10]2[C:5]([CH:6]=[C:7]([O:13][C:14]3[CH:19]=[CH:18][CH:17]=[C:16]([F:20])[C:15]=3[C:21](=[O:23])[CH3:22])[CH:8]=[N:9]2)=[CH:4][CH:3]=1.[CH3:24][Mg]Cl.Cl. Product: [F:1][C:2]1[C:11]([F:12])=[C:10]2[C:5]([CH:6]=[C:7]([O:13][C:14]3[CH:19]=[CH:18][CH:17]=[C:16]([F:20])[C:15]=3[C:21]([OH:23])([CH3:24])[CH3:22])[CH:8]=[N:9]2)=[CH:4][CH:3]=1. The catalyst class is: 7.